This data is from Reaction yield outcomes from USPTO patents with 853,638 reactions. The task is: Predict the reaction yield, written as a fraction of the theoretical maximum amount of product (1.0 means a 100% yield; for example, 0.34 means a 34% yield). (1) The reactants are Cl.C([N:9]([C@@H:13]1[C@@:20]2([CH3:24])[C:21]([CH3:23])([CH3:22])[C@H:17]([CH2:18][CH2:19]2)[CH2:16][N:15]2[C:25](=[O:41])[C:26]([OH:40])=[C:27]([C:29](=[O:39])[NH:30][CH2:31][C:32]3[CH:37]=[CH:36][C:35]([F:38])=[CH:34][CH:33]=3)[N:28]=[C:14]12)[C:10](=O)[OH:11])C1C=CC=CC=1.[CH:42](N(C(C)C)CC)(C)C.C(Cl)(=O)C.N(C)C.CO. The catalyst is C(Cl)Cl. The product is [C:10]([NH:9][C@@H:13]1[C@@:20]2([CH3:24])[C:21]([CH3:22])([CH3:23])[C@H:17]([CH2:18][CH2:19]2)[CH2:16][N:15]2[C:25](=[O:41])[C:26]([OH:40])=[C:27]([C:29]([NH:30][CH2:31][C:32]3[CH:33]=[CH:34][C:35]([F:38])=[CH:36][CH:37]=3)=[O:39])[N:28]=[C:14]12)(=[O:11])[CH3:42]. The yield is 0.690. (2) The reactants are Br[C:2]1[CH:3]=[CH:4][C:5]2[NH:6][C:7]3[C:12]([C:13]=2[CH:14]=1)=[CH:11][CH:10]=[CH:9][CH:8]=3.[C:15]([Cu])#[N:16].O. The catalyst is CN1CCCC1=O. The product is [CH:4]1[C:5]2[NH:6][C:7]3[C:12](=[CH:11][CH:10]=[CH:9][CH:8]=3)[C:13]=2[CH:14]=[C:2]([C:15]#[N:16])[CH:3]=1. The yield is 0.880. (3) The yield is 0.630. The product is [CH3:18][O:19][CH2:20][CH2:21][O:22][C@@H:6]1[C@H:7]([OH:12])[C@@H:8]([CH2:10][OH:11])[O:9][C@H:5]1[N:4]1[CH:3]=[C:2]([CH3:1])[C:16](=[O:17])[NH:15][C:14]1=[O:13]. The catalyst is COCCO. The reactants are [CH3:1][C:2]1[C:16](=[O:17])[N:15]=[C:14]2[N:4]([C@@H:5]3[O:9][C@H:8]([CH2:10][OH:11])[C@@H:7]([OH:12])[C@@H:6]3[O:13]2)[CH:3]=1.[CH3:18][O:19][CH2:20][CH2:21][O:22]B([O:22][CH2:21][CH2:20][O:19][CH3:18])[O:22][CH2:21][CH2:20][O:19][CH3:18]. (4) The reactants are [C:1]([N@:20]1[CH2:22][CH:21]1[C:23]([O:25][CH3:26])=[O:24])(C1C=CC=CC=1)(C1C=CC=CC=1)[C:2]1C=CC=CC=1.C(O)(C(F)(F)F)=[O:28].CCN(CC)CC.C(Cl)(C)=O. No catalyst specified. The product is [C:1]([N@:20]1[CH2:22][CH:21]1[C:23]([O:25][CH3:26])=[O:24])(=[O:28])[CH3:2]. The yield is 0.680. (5) The reactants are Br[C:2]1[CH:3]=[C:4]([C@:8]2([CH3:24])[CH2:13][C:12](=[O:14])[N:11]([CH3:15])[C:10](=[N:16][C:17](=[O:23])[O:18][C:19]([CH3:22])([CH3:21])[CH3:20])[NH:9]2)[CH:5]=[CH:6][CH:7]=1.[Cl:25][C:26]1[CH:27]=[CH:28][C:29]([OH:35])=[C:30](B(O)O)[CH:31]=1.C([O-])([O-])=O.[K+].[K+]. The catalyst is C(COC)OC.C(O)(C)(C)C.[Pd]. The product is [Cl:25][C:26]1[CH:31]=[C:30]([C:2]2[CH:3]=[C:4]([C@:8]3([CH3:24])[CH2:13][C:12](=[O:14])[N:11]([CH3:15])[C:10](=[N:16][C:17](=[O:23])[O:18][C:19]([CH3:21])([CH3:22])[CH3:20])[NH:9]3)[CH:5]=[CH:6][CH:7]=2)[C:29]([OH:35])=[CH:28][CH:27]=1. The yield is 0.480. (6) The reactants are [CH3:1][NH:2][CH2:3][CH:4]1[CH2:8][C:7]2[CH:9]=[CH:10][CH:11]=[C:12]([C:13]3[CH:18]=[CH:17][CH:16]=[CH:15][C:14]=3[CH3:19])[C:6]=2[O:5]1.C(N(C(C)C)CC)(C)C.Cl[C:30]([O:32][CH2:33][C:34]1[CH:39]=[CH:38][CH:37]=[CH:36][CH:35]=1)=[O:31].C(OC(=O)NCC1CC2C=CC=C(C3CCCC3)C=2O1)C1C=CC=CC=1. No catalyst specified. The product is [CH3:19][C:14]1[CH:15]=[CH:16][CH:17]=[CH:18][C:13]=1[C:12]1[C:6]2[O:5][CH:4]([CH2:3][N:2]([CH3:1])[C:30](=[O:31])[O:32][CH2:33][C:34]3[CH:39]=[CH:38][CH:37]=[CH:36][CH:35]=3)[CH2:8][C:7]=2[CH:9]=[CH:10][CH:11]=1. The yield is 0.770. (7) The reactants are [NH2:1][C:2]1[N:7]=[CH:6][C:5]([C:8]2[N:9]=[C:10]([N:20]3[CH2:25][CH2:24][O:23][CH2:22][CH2:21]3)[C:11]3[S:16][C:15]([C:17](O)=[O:18])=[CH:14][C:12]=3[N:13]=2)=[CH:4][N:3]=1.C1N=CN(C(N2C=NC=C2)=O)C=1.[F:38][C:39]([F:51])([F:50])[C:40]1[CH:49]=[CH:48][C:43]([C:44]([NH2:47])=[N:45]O)=[CH:42][CH:41]=1. The catalyst is CN(C=O)C.CCOC(C)=O.O. The product is [F:38][C:39]([F:50])([F:51])[C:40]1[CH:41]=[CH:42][C:43]([C:44]2[N:47]=[C:17]([C:15]3[S:16][C:11]4[C:10]([N:20]5[CH2:21][CH2:22][O:23][CH2:24][CH2:25]5)=[N:9][C:8]([C:5]5[CH:4]=[N:3][C:2]([NH2:1])=[N:7][CH:6]=5)=[N:13][C:12]=4[CH:14]=3)[O:18][N:45]=2)=[CH:48][CH:49]=1. The yield is 0.0600. (8) The reactants are CC([S@@](N)=O)(C)C.ClC1C=C(CCC(=O)C)C=CC=1Cl.[Cl:21][C:22]1[CH:23]=[C:24]([CH2:29][CH2:30]/[C:31](=[N:33]/[S@:34]([C:36]([CH3:39])([CH3:38])[CH3:37])=[O:35])/[CH3:32])[CH:25]=[CH:26][C:27]=1[Cl:28].CCC(C)[BH-](C(C)CC)C(C)CC.[Li+]. The catalyst is C1COCC1.C(=O)=O.C(O[Ti](OCC)(OCC)OCC)C.CO. The product is [Cl:21][C:22]1[CH:23]=[C:24]([CH2:29][CH2:30][C@H:31]([NH:33][S@:34]([C:36]([CH3:37])([CH3:39])[CH3:38])=[O:35])[CH3:32])[CH:25]=[CH:26][C:27]=1[Cl:28]. The yield is 0.596. (9) The reactants are B.O1CCCC1.[CH3:7][C:8]([C:10]1[CH:15]=[CH:14][CH:13]=[C:12]([Cl:16])[CH:11]=1)=[O:9]. The catalyst is C1(C)C=CC=CC=1.O1CCCC1. The product is [Cl:16][C:12]1[CH:11]=[C:10]([C@H:8]([OH:9])[CH3:7])[CH:15]=[CH:14][CH:13]=1. The yield is 0.780.